Dataset: Forward reaction prediction with 1.9M reactions from USPTO patents (1976-2016). Task: Predict the product of the given reaction. Given the reactants Cl.Cl[C:3]1[N:8]2[N:9]=[C:10]([CH:12]3[CH2:17][CH2:16][N:15]([CH:18]([CH3:20])[CH3:19])[CH2:14][CH2:13]3)[N:11]=[C:7]2[CH:6]=[C:5]([C:21]2[CH:26]=[CH:25][C:24]([F:27])=[CH:23][C:22]=2[F:28])[N:4]=1.Cl.[NH:30]1[CH2:35][CH2:34][CH2:33][CH:32]([NH:36][C:37]2[N:42]=[CH:41][C:40]([C:43]#[N:44])=[CH:39][CH:38]=2)[CH2:31]1.C(N(CC)C(C)C)(C)C, predict the reaction product. The product is: [F:28][C:22]1[CH:23]=[C:24]([F:27])[CH:25]=[CH:26][C:21]=1[C:5]1[N:4]=[C:3]([N:30]2[CH2:35][CH2:34][CH2:33][CH:32]([NH:36][C:37]3[N:42]=[CH:41][C:40]([C:43]#[N:44])=[CH:39][CH:38]=3)[CH2:31]2)[N:8]2[N:9]=[C:10]([CH:12]3[CH2:17][CH2:16][N:15]([CH:18]([CH3:20])[CH3:19])[CH2:14][CH2:13]3)[N:11]=[C:7]2[CH:6]=1.